This data is from Full USPTO retrosynthesis dataset with 1.9M reactions from patents (1976-2016). The task is: Predict the reactants needed to synthesize the given product. (1) Given the product [CH3:47][N:21]([C:19](=[O:20])[C:18]1[CH:43]=[CH:44][C:15]([O:14][CH2:13][C:3]2[N:4]=[C:5]([C:7]3[CH:12]=[CH:11][CH:10]=[CH:9][CH:8]=3)[O:6][C:2]=2[CH3:1])=[CH:16][CH:17]=1)[C:22]1[C:26](/[CH:27]=[CH:28]/[P:29](=[O:36])([O:33][CH2:34][CH3:35])[O:30][CH2:31][CH3:32])=[CH:25][N:24]([C:37]2[CH:38]=[CH:39][CH:40]=[CH:41][CH:42]=2)[N:23]=1, predict the reactants needed to synthesize it. The reactants are: [CH3:1][C:2]1[O:6][C:5]([C:7]2[CH:12]=[CH:11][CH:10]=[CH:9][CH:8]=2)=[N:4][C:3]=1[CH2:13][O:14][C:15]1[CH:44]=[CH:43][C:18]([C:19]([NH:21][C:22]2[C:26](/[CH:27]=[CH:28]/[P:29](=[O:36])([O:33][CH2:34][CH3:35])[O:30][CH2:31][CH3:32])=[CH:25][N:24]([C:37]3[CH:42]=[CH:41][CH:40]=[CH:39][CH:38]=3)[N:23]=2)=[O:20])=[CH:17][CH:16]=1.[H-].[Na+].[CH3:47]N(C)C=O.CI. (2) Given the product [OH:15]/[CH:14]=[C:11]1/[CH:10]2[CH2:16][C:17]3[C:22](=[CH:21][CH:20]=[CH:19][CH:18]=3)[CH:9]2[NH:8][C:12]/1=[O:13], predict the reactants needed to synthesize it. The reactants are: C(OC([N:8]1[C:12](=[O:13])/[C:11](=[CH:14]\[OH:15])/[CH:10]2[CH2:16][C:17]3[C:22]([CH:9]12)=[CH:21][CH:20]=[CH:19][CH:18]=3)=O)(C)(C)C.FC(F)(F)C(O)=O.[Na]. (3) Given the product [Cl-:26].[F:8][C:9]1[CH:10]=[CH:11][C:12]([OH:17])=[C:13](/[CH:14]=[C:7]2/[C:5](=[O:6])[N:4]=[C:2]([N:22]3[CH2:23][CH2:24][C@@H:20]([NH+:19]([CH3:25])[CH3:18])[CH2:21]3)[S:1]/2)[CH:16]=1, predict the reactants needed to synthesize it. The reactants are: [S:1]1[CH2:7][C:5](=[O:6])[NH:4][C:2]1=S.[F:8][C:9]1[CH:16]=[C:13]([CH:14]=O)[C:12]([OH:17])=[CH:11][CH:10]=1.[CH3:18][N:19]([CH3:25])[C@@H:20]1[CH2:24][CH2:23][NH:22][CH2:21]1.[ClH:26].O1CCOCC1. (4) The reactants are: [F:1][C:2]([F:35])([O:6][C:7]1[CH:12]=[CH:11][C:10]([C:13]2[CH:18]=[CH:17][C:16]([S:19]([C:22]3([C:28]([O:30][C:31]([CH3:34])([CH3:33])[CH3:32])=[O:29])[CH2:27][CH2:26][NH:25][CH2:24][CH2:23]3)(=[O:21])=[O:20])=[CH:15][CH:14]=2)=[CH:9][CH:8]=1)[CH:3]([F:5])[F:4].[CH2:36](N(C(C)C)C(C)C)[CH3:37].C(I)C. Given the product [CH2:36]([N:25]1[CH2:26][CH2:27][C:22]([S:19]([C:16]2[CH:15]=[CH:14][C:13]([C:10]3[CH:11]=[CH:12][C:7]([O:6][C:2]([F:1])([F:35])[CH:3]([F:4])[F:5])=[CH:8][CH:9]=3)=[CH:18][CH:17]=2)(=[O:20])=[O:21])([C:28]([O:30][C:31]([CH3:32])([CH3:34])[CH3:33])=[O:29])[CH2:23][CH2:24]1)[CH3:37], predict the reactants needed to synthesize it.